This data is from Full USPTO retrosynthesis dataset with 1.9M reactions from patents (1976-2016). The task is: Predict the reactants needed to synthesize the given product. (1) Given the product [CH2:1]([C:3]1[CH:4]=[N:5][C:6]([N:9]2[CH2:14][CH2:13][CH:12]([C@H:15]3[CH2:17][C@H:16]3[CH:18]=[O:19])[CH2:11][CH2:10]2)=[N:7][CH:8]=1)[CH3:2], predict the reactants needed to synthesize it. The reactants are: [CH2:1]([C:3]1[CH:4]=[N:5][C:6]([N:9]2[CH2:14][CH2:13][CH:12]([C@H:15]3[CH2:17][C@H:16]3[CH2:18][OH:19])[CH2:11][CH2:10]2)=[N:7][CH:8]=1)[CH3:2].C[N+]1([O-])CCOCC1. (2) Given the product [Cl:13][C:10]1[CH:11]=[CH:12][C:7]([C:28]2([O:49][CH3:2])[C@H:27]([OH:26])[C@@H:32]([OH:33])[C@H:31]([OH:38])[C@@H:30]([CH2:43][OH:44])[O:29]2)=[CH:8][C:9]=1[CH2:14][C:15]1[CH:20]=[CH:19][C:18]([CH:21]2[CH2:23][CH2:22]2)=[CH:17][CH:16]=1, predict the reactants needed to synthesize it. The reactants are: [Li][CH2:2]CCC.Br[C:7]1[CH:12]=[CH:11][C:10]([Cl:13])=[C:9]([CH2:14][C:15]2[CH:20]=[CH:19][C:18]([CH:21]3[CH2:23][CH2:22]3)=[CH:17][CH:16]=2)[CH:8]=1.C[Si](C)(C)[O:26][C@@H:27]1[C@@H:32]([O:33][Si](C)(C)C)[C@H:31]([O:38][Si](C)(C)C)[C@@H:30]([CH2:43][O:44][Si](C)(C)C)[O:29][C:28]1=[O:49].Cl.C(=O)(O)[O-].[Na+]. (3) Given the product [I:24][C:42]1[CH:41]=[C:40]([CH:12]=[CH:10][CH:11]=1)[C:39]([CH2:22][C:21]#[N:23])=[O:38], predict the reactants needed to synthesize it. The reactants are: C([Li])CCC.C(N[CH:10]([CH3:12])[CH3:11])(C)C.[Li+].CC([N-]C(C)C)C.[C:21](#[N:23])[CH3:22].[I:24]C1C=CC(C(OCC)=O)=CC=1.[Cl-].[NH4+].[O:38]1[CH2:42][CH2:41][CH2:40][CH2:39]1. (4) Given the product [F:1][C:2]1[CH:10]=[CH:9][C:5]([C:6]([O:8][CH2:11][C:12]2[CH:17]=[CH:16][CH:15]=[CH:14][CH:13]=2)=[O:7])=[CH:4][CH:3]=1, predict the reactants needed to synthesize it. The reactants are: [F:1][C:2]1[CH:10]=[CH:9][C:5]([C:6]([OH:8])=[O:7])=[CH:4][CH:3]=1.[CH2:11](Br)[C:12]1[CH:17]=[CH:16][CH:15]=[CH:14][CH:13]=1.C(=O)([O-])[O-].[Cs+].[Cs+]. (5) The reactants are: [CH:1]1[C:13]2[CH:12]([N:14]3[CH:19]=[CH:18][CH:17]=[C:16]([C:20](O)=[O:21])[C:15]3=[O:23])[C:11]3[C:6](=[CH:7][CH:8]=[CH:9][CH:10]=3)[C:5]=2[CH:4]=[CH:3][CH:2]=1.[NH2:24][C@@H:25]([CH2:33][CH2:34][CH2:35][NH:36][C:37]([NH:39][S:40]([C:43]1[C:44]([CH3:57])=[C:45]2[C:50](=[C:51]([CH3:54])[C:52]=1[CH3:53])[O:49][C:48]([CH3:56])([CH3:55])[CH2:47][CH2:46]2)(=[O:42])=[O:41])=[NH:38])[C:26]([O:28][C:29]([CH3:32])([CH3:31])[CH3:30])=[O:27].CN(C(ON1N=NC2C=CC=CC1=2)=[N+](C)C)C.F[P-](F)(F)(F)(F)F.CCN(C(C)C)C(C)C. Given the product [CH:10]1[C:11]2[CH:12]([N:14]3[CH:19]=[CH:18][CH:17]=[C:16]([C:20]([NH:24][C@@H:25]([CH2:33][CH2:34][CH2:35][NH:36][C:37]([NH:39][S:40]([C:43]4[C:44]([CH3:57])=[C:45]5[C:50](=[C:51]([CH3:54])[C:52]=4[CH3:53])[O:49][C:48]([CH3:56])([CH3:55])[CH2:47][CH2:46]5)(=[O:41])=[O:42])=[NH:38])[C:26]([O:28][C:29]([CH3:30])([CH3:31])[CH3:32])=[O:27])=[O:21])[C:15]3=[O:23])[C:13]3[C:5](=[CH:4][CH:3]=[CH:2][CH:1]=3)[C:6]=2[CH:7]=[CH:8][CH:9]=1, predict the reactants needed to synthesize it. (6) Given the product [CH3:13][O:14][C:15]1[CH:22]=[CH:21][C:18]([CH2:19][N:1]([CH2:19][C:18]2[CH:21]=[CH:22][C:15]([O:14][CH3:13])=[CH:16][CH:17]=2)[C:2]2[CH:9]=[C:8]([CH3:10])[C:5]([C:6]#[N:7])=[CH:4][N:3]=2)=[CH:17][CH:16]=1, predict the reactants needed to synthesize it. The reactants are: [NH2:1][C:2]1[CH:9]=[C:8]([CH3:10])[C:5]([C:6]#[N:7])=[CH:4][N:3]=1.[H-].[Na+].[CH3:13][O:14][C:15]1[CH:22]=[CH:21][C:18]([CH2:19]Cl)=[CH:17][CH:16]=1.